This data is from Reaction yield outcomes from USPTO patents with 853,638 reactions. The task is: Predict the reaction yield, written as a fraction of the theoretical maximum amount of product (1.0 means a 100% yield; for example, 0.34 means a 34% yield). (1) The reactants are [C:1]([O:5][C:6]([N:8]1[CH2:13][CH2:12][N:11]([C:14]2[C:22]([F:23])=[CH:21][C:17]([C:18](O)=[O:19])=[C:16]([F:24])[CH:15]=2)[CH2:10][CH2:9]1)=[O:7])([CH3:4])([CH3:3])[CH3:2].Cl.[CH2:26]([NH2:28])[CH3:27].CCN(C(C)C)C(C)C.CN(C(ON1N=NC2C=CC=NC1=2)=[N+](C)C)C.F[P-](F)(F)(F)(F)F. The catalyst is CN(C=O)C.O. The product is [CH2:26]([NH:28][C:18]([C:17]1[C:16]([F:24])=[CH:15][C:14]([N:11]2[CH2:12][CH2:13][N:8]([C:6]([O:5][C:1]([CH3:4])([CH3:2])[CH3:3])=[O:7])[CH2:9][CH2:10]2)=[C:22]([F:23])[CH:21]=1)=[O:19])[CH3:27]. The yield is 0.890. (2) The reactants are Cl.Cl.[NH2:3][C@@H:4]1[C:18](=[O:19])[N:17]2[CH2:20][C@H:21]([O:23][C:24]3[C:33]4[C:28](=[C:29]([CH3:36])[C:30]([O:34][CH3:35])=[CH:31][CH:32]=4)[N:27]=[C:26]([C:37]4[S:38][CH:39]=[C:40]([CH:42]([CH3:44])[CH3:43])[N:41]=4)[CH:25]=3)[CH2:22][C@H:16]2[C:15](=[O:45])[NH:14][C@:13]2([C:47]([NH:49][S:50]([CH:53]3[CH2:55][CH2:54]3)(=[O:52])=[O:51])=[O:48])[CH2:46][C@H:12]2[CH:11]=[CH:10][CH2:9][CH2:8][CH2:7][CH2:6][CH2:5]1.[CH2:56]([N:58]([CH2:61][CH3:62])[CH2:59]C)C.ClC(Cl)([O:66]C(=O)OC(Cl)(Cl)Cl)Cl.C(N)C. The catalyst is ClC(Cl)C. The product is [N:58]1([C:56]([NH:3][C@@H:4]2[C:18](=[O:19])[N:17]3[CH2:20][C@H:21]([O:23][C:24]4[C:33]5[C:28](=[C:29]([CH3:36])[C:30]([O:34][CH3:35])=[CH:31][CH:32]=5)[N:27]=[C:26]([C:37]5[S:38][CH:39]=[C:40]([CH:42]([CH3:43])[CH3:44])[N:41]=5)[CH:25]=4)[CH2:22][C@H:16]3[C:15](=[O:45])[NH:14][C@:13]3([C:47]([NH:49][S:50]([CH:53]4[CH2:54][CH2:55]4)(=[O:51])=[O:52])=[O:48])[CH2:46][C@H:12]3[CH:11]=[CH:10][CH2:9][CH2:8][CH2:7][CH2:6][CH2:5]2)=[O:66])[CH2:59][CH2:62][CH2:61]1. The yield is 0.0500. (3) The reactants are [C:1]([C:4]1[O:8][C:7]2[C:9](=[O:18])[C:10]3[C:15]([C:16](=[O:17])[C:6]=2[CH:5]=1)=[CH:14][CH:13]=[CH:12][CH:11]=3)(=[O:3])[CH3:2].S(S([O-])=O)([O-])=O.[Na+].[Na+].[C:27](OC(=O)C)(=[O:29])[CH3:28].[C:34](OCC)(=[O:36])[CH3:35]. The catalyst is CN(C=O)C.[Br-].C([N+](CCCC)(CCCC)CCCC)CCC.[Zn]. The product is [C:1]([C:4]1[O:8][C:7]2[C:9]([O:18][C:34](=[O:36])[CH3:35])=[C:10]3[C:15](=[C:16]([O:17][C:27](=[O:29])[CH3:28])[C:6]=2[CH:5]=1)[CH:14]=[CH:13][CH:12]=[CH:11]3)(=[O:3])[CH3:2]. The yield is 0.507.